Dataset: Forward reaction prediction with 1.9M reactions from USPTO patents (1976-2016). Task: Predict the product of the given reaction. (1) Given the reactants [CH:1]([C:3]1[CH:4]=[C:5]([CH:9]=[CH:10][C:11]=1[CH3:12])[C:6]([OH:8])=[O:7])=[O:2].I[C:14]1C(C)=CC(C)=C(C=1)C(O)=O, predict the reaction product. The product is: [CH:1]([C:3]1[C:11]([CH3:12])=[CH:10][C:9]([CH3:14])=[C:5]([CH:4]=1)[C:6]([OH:8])=[O:7])=[O:2]. (2) The product is: [N+:5]([C:8]1[CH:14]=[C:13]([O:15][C:16]([F:19])([F:18])[F:17])[CH:12]=[CH:11][C:9]=1[S:2]([Cl:4])(=[O:1])=[O:22])([O-:7])=[O:6]. Given the reactants [O:1]=[S:2]([Cl:4])Cl.[N+:5]([C:8]1[CH:14]=[C:13]([O:15][C:16]([F:19])([F:18])[F:17])[CH:12]=[CH:11][C:9]=1N)([O-:7])=[O:6].Cl.N([O-])=[O:22].[Na+], predict the reaction product. (3) Given the reactants F[P-](F)(F)(F)(F)F.N1(OC(N(C)C)=[N+](C)C)C2N=CC=CC=2N=N1.[O:25]1[C:30]2([CH2:35][CH2:34][N:33]([CH2:36][C:37]3[C:38]([F:46])=[C:39]([CH2:43][CH2:44][OH:45])[CH:40]=[CH:41][CH:42]=3)[CH2:32][CH2:31]2)[CH2:29][NH:28][CH2:27][CH2:26]1.[CH:47]([C:50]1[S:54][C:53]([C:55](O)=[O:56])=[CH:52][CH:51]=1)([CH3:49])[CH3:48].C(N(CC)CC)C, predict the reaction product. The product is: [F:46][C:38]1[C:39]([CH2:43][CH2:44][OH:45])=[CH:40][CH:41]=[CH:42][C:37]=1[CH2:36][N:33]1[CH2:34][CH2:35][C:30]2([O:25][CH2:26][CH2:27][N:28]([C:55]([C:53]3[S:54][C:50]([CH:47]([CH3:49])[CH3:48])=[CH:51][CH:52]=3)=[O:56])[CH2:29]2)[CH2:31][CH2:32]1. (4) Given the reactants CON(C)[C:4](=[O:16])[CH2:5][CH2:6][C:7]1[C:12]([Cl:13])=[CH:11][C:10]([Cl:14])=[CH:9][C:8]=1[Cl:15].[CH3:18]COCC, predict the reaction product. The product is: [Cl:15][C:8]1[CH:9]=[C:10]([Cl:14])[CH:11]=[C:12]([Cl:13])[C:7]=1[CH2:6][CH2:5][C:4](=[O:16])[CH3:18]. (5) Given the reactants [C:1]([C:3]1([C:16]([N:18]2[CH2:22][CH2:21][C@:20]([C:33]3[CH:38]=[CH:37][C:36]([C:39]([O:48][CH2:49][C:50]4[C:55]([F:56])=[CH:54][CH:53]=[CH:52][C:51]=4[F:57])([C:44]([F:47])([F:46])[F:45])[C:40]([F:43])([F:42])[F:41])=[CH:35][CH:34]=3)([S:23]([C:26]3[CH:31]=[CH:30][C:29]([F:32])=[CH:28][CH:27]=3)(=[O:25])=[O:24])[CH2:19]2)=[O:17])[CH2:8][CH2:7][N:6](C(OC(C)(C)C)=O)[CH2:5][CH2:4]1)#[N:2].[ClH:58], predict the reaction product. The product is: [ClH:58].[F:56][C:55]1[CH:54]=[CH:53][CH:52]=[C:51]([F:57])[C:50]=1[CH2:49][O:48][C:39]([C:36]1[CH:37]=[CH:38][C:33]([C@:20]2([S:23]([C:26]3[CH:27]=[CH:28][C:29]([F:32])=[CH:30][CH:31]=3)(=[O:25])=[O:24])[CH2:21][CH2:22][N:18]([C:16]([C:3]3([C:1]#[N:2])[CH2:4][CH2:5][NH:6][CH2:7][CH2:8]3)=[O:17])[CH2:19]2)=[CH:34][CH:35]=1)([C:40]([F:42])([F:41])[F:43])[C:44]([F:47])([F:46])[F:45].